The task is: Predict which catalyst facilitates the given reaction.. This data is from Catalyst prediction with 721,799 reactions and 888 catalyst types from USPTO. (1) Reactant: [F:1][C:2]1[CH:3]=[N:4][CH:5]=[C:6]([CH:10]=1)[C:7]([NH2:9])=O.COC1C=CC(P2(SP(C3C=CC(OC)=CC=3)(=S)S2)=[S:20])=CC=1. Product: [F:1][C:2]1[CH:10]=[C:6]([C:7](=[S:20])[NH2:9])[CH:5]=[N:4][CH:3]=1. The catalyst class is: 26. (2) Product: [F:15][C:16]1[C:22]([O:23][CH3:24])=[CH:21][C:20]([O:25][CH3:26])=[C:19]([F:27])[C:17]=1[NH:18][CH2:10][C:9]1[CH:8]=[N:7][C:6]2[NH:12][CH:13]=[CH:14][C:5]=2[C:4]=1[NH:3][CH2:1][CH3:2]. Reactant: [CH2:1]([NH:3][C:4]1[C:9]([CH:10]=O)=[CH:8][N:7]=[C:6]2[NH:12][CH:13]=[CH:14][C:5]=12)[CH3:2].[F:15][C:16]1[C:22]([O:23][CH3:24])=[CH:21][C:20]([O:25][CH3:26])=[C:19]([F:27])[C:17]=1[NH2:18].CC1(C)C2CC[C@@]1(CS(O)(=O)=O)C(=O)C2.[AlH4-].[Li+].C1COCC1. The catalyst class is: 6. (3) Reactant: [OH-].[Li+].C([O:6][CH2:7][C:8]([NH:10][C:11]1[N:40]=[C:14]2[N:15]([C:30]3[CH:35]=[CH:34][CH:33]=[C:32]([C:36]([F:39])([F:38])[F:37])[CH:31]=3)[C:16]([CH3:29])=[C:17]([C:27]#[N:28])[C@@H:18]([C:19]3[CH:24]=[CH:23][C:22]([C:25]#[N:26])=[CH:21][CH:20]=3)[N:13]2[N:12]=1)=[O:9])(=O)C.Cl. Product: [C:27]([C:17]1[C@@H:18]([C:19]2[CH:24]=[CH:23][C:22]([C:25]#[N:26])=[CH:21][CH:20]=2)[N:13]2[N:12]=[C:11]([NH:10][C:8](=[O:9])[CH2:7][OH:6])[N:40]=[C:14]2[N:15]([C:30]2[CH:35]=[CH:34][CH:33]=[C:32]([C:36]([F:38])([F:39])[F:37])[CH:31]=2)[C:16]=1[CH3:29])#[N:28]. The catalyst class is: 90. (4) Reactant: Cl[C:2]1[CH:10]=[CH:9][CH:8]=[C:7]2[C:3]=1[CH2:4][CH2:5][CH:6]2[N:11]1[CH:16]=[CH:15][CH:14]=[C:13]([C:17]([NH:19][C:20]2[CH:25]=[CH:24][N:23]=[CH:22][CH:21]=2)=[O:18])[C:12]1=[O:26].[C:27]1(B(O)O)[CH:32]=[CH:31][CH:30]=[CH:29][CH:28]=1.C([O-])([O-])=O.[Na+].[Na+].O. Product: [O:26]=[C:12]1[C:13]([C:17]([NH:19][C:20]2[CH:21]=[CH:22][N:23]=[CH:24][CH:25]=2)=[O:18])=[CH:14][CH:15]=[CH:16][N:11]1[CH:6]1[C:2]2[C:3](=[C:7]([C:27]3[CH:32]=[CH:31][CH:30]=[CH:29][CH:28]=3)[CH:8]=[CH:9][CH:10]=2)[CH2:4][CH2:5]1. The catalyst class is: 628. (5) Reactant: [C:1]([NH:8][C:9]1([C:14]([OH:16])=O)[CH2:13][CH2:12][CH2:11][CH2:10]1)([O:3][C:4]([CH3:7])([CH3:6])[CH3:5])=[O:2].C1C=C2[N:23]=NN(O)C2=CC=1.O.C(Cl)CCl.[NH4+].[OH-]. Product: [C:14]([C:9]1([NH:8][C:1](=[O:2])[O:3][C:4]([CH3:7])([CH3:6])[CH3:5])[CH2:13][CH2:12][CH2:11][CH2:10]1)(=[O:16])[NH2:23]. The catalyst class is: 173.